From a dataset of Forward reaction prediction with 1.9M reactions from USPTO patents (1976-2016). Predict the product of the given reaction. The product is: [C:1]([O:5][C:6]([NH:8][C@@H:9]([CH2:10][CH:11]=[O:12])[C:13]([O:15][C:16]([CH3:19])([CH3:18])[CH3:17])=[O:14])=[O:7])([CH3:4])([CH3:3])[CH3:2]. Given the reactants [C:1]([O:5][C:6]([NH:8][C@H:9]([C:13]([O:15][C:16]([CH3:19])([CH3:18])[CH3:17])=[O:14])[CH2:10][CH2:11][OH:12])=[O:7])([CH3:4])([CH3:3])[CH3:2].N1C=CC=CC=1.CC(OI1(OC(C)=O)(OC(C)=O)OC(=O)C2C=CC=CC1=2)=O, predict the reaction product.